Dataset: Catalyst prediction with 721,799 reactions and 888 catalyst types from USPTO. Task: Predict which catalyst facilitates the given reaction. (1) Reactant: Br[C:2]1[CH:3]=[C:4]2[C:9](=[CH:10][CH:11]=1)[CH:8]=[N:7][CH:6]=[CH:5]2.[Cl:12][C:13]1[C:18]([NH:19][S:20]([C:23]2[CH:28]=[CH:27][C:26]([F:29])=[CH:25][CH:24]=2)(=[O:22])=[O:21])=[CH:17][C:16](B2OC(C)(C)C(C)(C)O2)=[CH:15][N:14]=1.C(=O)([O-])[O-].[Na+].[Na+].O1CCOCC1.O. Product: [Cl:12][C:13]1[C:18]([NH:19][S:20]([C:23]2[CH:28]=[CH:27][C:26]([F:29])=[CH:25][CH:24]=2)(=[O:22])=[O:21])=[CH:17][C:16]([C:2]2[CH:3]=[C:4]3[C:9](=[CH:10][CH:11]=2)[CH:8]=[N:7][CH:6]=[CH:5]3)=[CH:15][N:14]=1. The catalyst class is: 263. (2) Reactant: COC1C=CC(COC2C(=O)[N:13]3[C:16]4(CCCCC4)[NH:17][C:18](=[O:19])[C:12]3=[C:11]([CH3:25])C=2)=CC=1.[CH2:28]([Li])CCC.Cl[C:34]1[CH:39]=[C:38](NC2N=CN=C(NC(C3CC3)=O)C=2)[C:37](=[O:53])[N:36]2[C:54]([C:59]3[CH:64]=[CH:63][CH:62]=C(F)C=3)([CH3:58])[NH:55][C:56](=[O:57])[C:35]=12. Product: [CH3:28][C:34]1[CH:39]=[C:38]([C:18]([C:12]2[CH:11]=[CH:25][N:17]=[CH:16][N:13]=2)=[O:19])[C:37](=[O:53])[N:36]2[C:54]3([CH2:58][CH2:62][CH2:63][CH2:64][CH2:59]3)[NH:55][C:56](=[O:57])[C:35]=12. The catalyst class is: 7. (3) Reactant: [NH2:1][C:2]1[C:7]([C:8]#[N:9])=[CH:6][CH:5]=[CH:4][N:3]=1.C([O-])([O-])=O.[Na+].[Na+].[Br:16]Br. Product: [NH2:1][C:2]1[C:7]([C:8]#[N:9])=[CH:6][C:5]([Br:16])=[CH:4][N:3]=1. The catalyst class is: 52. (4) Product: [CH2:7]([O:6][C:5]([NH:4][CH2:3][C:2](=[NH:1])[O:15][CH3:21])=[O:14])[C:8]1[CH:13]=[CH:12][CH:11]=[CH:10][CH:9]=1. The catalyst class is: 2. Reactant: [NH2:1][C:2](=[O:15])[CH2:3][NH:4][C:5](=[O:14])[O:6][CH2:7][C:8]1[CH:13]=[CH:12][CH:11]=[CH:10][CH:9]=1.F[B-](F)(F)F.[CH3:21][O+](C)C.Cl. (5) Reactant: [F:1][C:2]([F:14])([F:13])[C:3]1[C:7]([C:8]([O:10]CC)=[O:9])=[CH:6][NH:5][N:4]=1.[OH-].[Na+].Cl. Product: [F:14][C:2]([F:1])([F:13])[C:3]1[C:7]([C:8]([OH:10])=[O:9])=[CH:6][NH:5][N:4]=1. The catalyst class is: 8. (6) Reactant: C([O:3][C:4](=O)[CH:5]([C:27]1[CH:28]=[N:29][CH:30]=[CH:31][CH:32]=1)[CH2:6][C:7]1[C:8]([NH:20][C:21]2[CH:26]=[CH:25][CH:24]=[CH:23][CH:22]=2)=[N:9][C:10]([NH:13][C:14]2[CH:19]=[CH:18][CH:17]=[CH:16][CH:15]=2)=[N:11][CH:12]=1)C.S(=O)(=O)(O)O. Product: [C:21]1([N:20]2[C:8]3[N:9]=[C:10]([NH:13][C:14]4[CH:15]=[CH:16][CH:17]=[CH:18][CH:19]=4)[N:11]=[CH:12][C:7]=3[CH2:6][CH:5]([C:27]3[CH:28]=[N:29][CH:30]=[CH:31][CH:32]=3)[C:4]2=[O:3])[CH:26]=[CH:25][CH:24]=[CH:23][CH:22]=1. The catalyst class is: 342. (7) Reactant: C[O:2][C:3](=[O:19])/[CH:4]=[CH:5]/[C:6]1[CH:15]=[CH:14][C:13]2[C:8](=[CH:9][CH:10]=[CH:11][CH:12]=2)[C:7]=1[N+:16]([O-:18])=[O:17].[OH-].[Na+].O.Cl. Product: [N+:16]([C:7]1[C:8]2[C:13](=[CH:12][CH:11]=[CH:10][CH:9]=2)[CH:14]=[CH:15][C:6]=1/[CH:5]=[CH:4]/[C:3]([OH:19])=[O:2])([O-:18])=[O:17]. The catalyst class is: 5. (8) Reactant: [H-].[Na+].[OH:3][CH2:4][CH2:5][CH2:6][CH2:7][C:8]([N:10]([O:12][CH3:13])[CH3:11])=[O:9].[CH3:14]I. Product: [CH3:13][O:12][N:10]([CH3:11])[C:8](=[O:9])[CH2:7][CH2:6][CH2:5][CH2:4][O:3][CH3:14]. The catalyst class is: 3. (9) Reactant: [NH2:1][C:2]1[CH:12]=[CH:11][C:5]([C:6]([O:8][CH2:9][CH3:10])=[O:7])=[CH:4][CH:3]=1.[Cl:13]N1C(=O)CCC1=O. Product: [NH2:1][C:2]1[CH:3]=[CH:4][C:5]([C:6]([O:8][CH2:9][CH3:10])=[O:7])=[CH:11][C:12]=1[Cl:13]. The catalyst class is: 10. (10) Reactant: Cl[SiH2:2][SiH3:3].[CH:4]([NH:7][CH:8]([CH3:10])[CH3:9])([CH3:6])[CH3:5]. Product: [CH:4]([N:7]([SiH2:2][SiH3:3])[CH:8]([CH3:10])[CH3:9])([CH3:6])[CH3:5]. The catalyst class is: 81.